This data is from Full USPTO retrosynthesis dataset with 1.9M reactions from patents (1976-2016). The task is: Predict the reactants needed to synthesize the given product. (1) Given the product [S:1]1[CH:5]=[N:4][N:3]=[C:2]1[NH:6][C:14](=[O:15])[O:16][CH2:17][C:18]([Cl:21])([Cl:20])[Cl:19], predict the reactants needed to synthesize it. The reactants are: [S:1]1[CH:5]=[N:4][N:3]=[C:2]1[NH2:6].N1C=CC=CC=1.Cl[C:14]([O:16][CH2:17][C:18]([Cl:21])([Cl:20])[Cl:19])=[O:15].O. (2) Given the product [CH3:1][C:2]1[C:6]([C:7]2[CH:14]=[C:13]([N+:15]([O-:17])=[O:16])[C:10]([N:11]([CH3:12])[C:23]([CH:20]3[CH2:22][CH2:21]3)=[O:24])=[C:9]([I:18])[CH:8]=2)=[C:5]([CH3:19])[O:4][N:3]=1, predict the reactants needed to synthesize it. The reactants are: [CH3:1][C:2]1[C:6]([C:7]2[CH:14]=[C:13]([N+:15]([O-:17])=[O:16])[C:10]([NH:11][CH3:12])=[C:9]([I:18])[CH:8]=2)=[C:5]([CH3:19])[O:4][N:3]=1.[CH:20]1([C:23](Cl)=[O:24])[CH2:22][CH2:21]1. (3) Given the product [O:3]1[CH2:4][CH2:5][CH:6]([CH2:9][C@@H:10]2[NH:11][CH2:12][CH2:13][N:14]([C:28]([O:27][C:24]([CH3:26])([CH3:25])[CH3:23])=[O:29])[CH2:15]2)[CH2:7][CH2:8]1, predict the reactants needed to synthesize it. The reactants are: Cl.Cl.[O:3]1[CH2:8][CH2:7][CH:6]([CH2:9][C@H:10]2[CH2:15][NH:14][CH2:13][CH2:12][NH:11]2)[CH2:5][CH2:4]1.C(N(CC)CC)C.[CH3:23][C:24]([O:27][C:28](O[C:28]([O:27][C:24]([CH3:26])([CH3:25])[CH3:23])=[O:29])=[O:29])([CH3:26])[CH3:25]. (4) Given the product [NH2:1][C:5]1[CH:6]=[C:7]([C:12]([OH:14])=[O:13])[C:8]([OH:11])=[CH:9][CH:10]=1, predict the reactants needed to synthesize it. The reactants are: [NH:1]([C:5]1[CH:10]=[CH:9][C:8]([OH:11])=[CH:7][CH:6]=1)C(C)=O.[C:12](=O)([O-:14])[O-:13].[K+].[K+].[Si](=O)=O.C(=O)=O.